This data is from Forward reaction prediction with 1.9M reactions from USPTO patents (1976-2016). The task is: Predict the product of the given reaction. (1) Given the reactants [C:1]([OH:13])(=[O:12])[CH2:2][C:3]([CH2:8][C:9]([OH:11])=[O:10])([C:5]([OH:7])=[O:6])[OH:4].[N:14]1([CH2:19][CH2:20][CH2:21][N:22]2[CH2:27][CH2:26][CH:25]([CH2:28][NH2:29])[CH2:24][CH2:23]2)[CH:18]=[CH:17][N:16]=[N:15]1, predict the reaction product. The product is: [C:1]([OH:13])(=[O:12])[CH2:2][C:3]([CH2:8][C:9]([OH:11])=[O:10])([C:5]([OH:7])=[O:6])[OH:4].[N:14]1([CH2:19][CH2:20][CH2:21][N:22]2[CH2:23][CH2:24][CH:25]([CH2:28][NH2:29])[CH2:26][CH2:27]2)[CH:18]=[CH:17][N:16]=[N:15]1. (2) Given the reactants [CH2:1]([S:3]([C:6]1[CH:11]=[CH:10][CH:9]=[C:8]([N+:12]([O-])=O)[CH:7]=1)(=[O:5])=[O:4])[CH3:2].[H][H], predict the reaction product. The product is: [CH2:1]([S:3]([C:6]1[CH:7]=[C:8]([CH:9]=[CH:10][CH:11]=1)[NH2:12])(=[O:5])=[O:4])[CH3:2]. (3) Given the reactants [CH:1]1([CH2:6][CH:7]([C:16]2[CH:17]=[N:18][C:19]([SH:22])=[CH:20][CH:21]=2)[C:8]([NH:10][C:11]2[S:12][CH:13]=[CH:14][N:15]=2)=[O:9])[CH2:5][CH2:4][CH2:3][CH2:2]1.Br[CH2:24][C:25]([O:27][C:28]([CH3:31])([CH3:30])[CH3:29])=[O:26], predict the reaction product. The product is: [CH:1]1([CH2:6][CH:7]([C:16]2[CH:21]=[CH:20][C:19]([S:22][CH2:24][C:25]([O:27][C:28]([CH3:31])([CH3:30])[CH3:29])=[O:26])=[N:18][CH:17]=2)[C:8](=[O:9])[NH:10][C:11]2[S:12][CH:13]=[CH:14][N:15]=2)[CH2:5][CH2:4][CH2:3][CH2:2]1. (4) The product is: [CH2:17]([C:16]1[CH:15]=[C:6]([C:5]([O:12][CH2:13][CH3:14])=[O:11])[NH:26][N:25]=1)[CH3:18]. Given the reactants [O-]CC.[Na+].[C:5]([O:12][CH2:13][CH3:14])(=[O:11])[C:6](OCC)=O.[CH3:15][C:16](=O)[CH2:17][CH3:18].C(O)(=O)C.O.[NH2:25][NH2:26], predict the reaction product.